From a dataset of Catalyst prediction with 721,799 reactions and 888 catalyst types from USPTO. Predict which catalyst facilitates the given reaction. (1) Reactant: [NH2:1][CH2:2][C:3]1[C:12]2[CH2:11][S:10][N:9]=[C:8]([N:13](C(OC(C)(C)C)=O)C(OC(C)(C)C)=O)[C:7]3=[N:28][N:29]([CH2:31][C:32]4[C:37]([CH3:38])=[C:36]([O:39][CH3:40])[C:35]([CH3:41])=[CH:34][N:33]=4)[N:30]=[C:5]([C:6]=23)[CH:4]=1.Br[CH2:43][CH2:44][O:45][CH2:46][CH2:47]Br.C(=O)([O-])[O-].[K+].[K+].C(#N)C. Product: [CH3:40][O:39][C:36]1[C:35]([CH3:41])=[CH:34][N:33]=[C:32]([CH2:31][N:29]2[N:30]=[C:5]3[CH:4]=[C:3]([CH2:2][N:1]4[CH2:47][CH2:46][O:45][CH2:44][CH2:43]4)[C:12]4[CH2:11][S:10][N:9]=[C:8]([NH2:13])[C:7]([C:6]=43)=[N:28]2)[C:37]=1[CH3:38]. The catalyst class is: 6. (2) Reactant: [Cl:1][C:2]1[CH:3]=[CH:4][C:5]2[N:9]=[C:8]([S:10][CH2:11][C:12]3[CH:17]=[CH:16][C:15]([Cl:18])=[CH:14][CH:13]=3)[N:7]([C:19]3[CH:29]=[CH:28][C:22]([C:23]([O:25]CC)=[O:24])=[CH:21][CH:20]=3)[C:6]=2[CH:30]=1.C1COCC1.[OH-].[Na+]. Product: [Cl:1][C:2]1[CH:3]=[CH:4][C:5]2[N:9]=[C:8]([S:10][CH2:11][C:12]3[CH:17]=[CH:16][C:15]([Cl:18])=[CH:14][CH:13]=3)[N:7]([C:19]3[CH:29]=[CH:28][C:22]([C:23]([OH:25])=[O:24])=[CH:21][CH:20]=3)[C:6]=2[CH:30]=1. The catalyst class is: 14. (3) Reactant: Cl[C:2]1[CH:7]=[C:6]([Cl:8])[N:5]=[CH:4][N:3]=1.[C:9]1([NH:15][C:16]2[N:20]=[CH:19][NH:18][N:17]=2)[CH:14]=[CH:13][CH:12]=[CH:11][CH:10]=1.C(NC(C)C)(C)C. Product: [Cl:8][C:6]1[N:5]=[CH:4][N:3]=[C:2]([N:18]2[CH:19]=[N:20][C:16]([NH:15][C:9]3[CH:14]=[CH:13][CH:12]=[CH:11][CH:10]=3)=[N:17]2)[CH:7]=1. The catalyst class is: 10.